Dataset: Full USPTO retrosynthesis dataset with 1.9M reactions from patents (1976-2016). Task: Predict the reactants needed to synthesize the given product. (1) Given the product [Br:1][CH2:40][C:36]1[CH:37]=[CH:38][CH:39]=[C:29]([O:28][CH3:27])[C:30]=1[C:31]([O:33][CH2:34][CH3:35])=[O:32], predict the reactants needed to synthesize it. The reactants are: [Br:1]N1C(=O)CCC1=O.C(OOC(=O)C1C=CC=CC=1)(=O)C1C=CC=CC=1.[CH3:27][O:28][C:29]1[CH:39]=[CH:38][CH:37]=[C:36]([CH3:40])[C:30]=1[C:31]([O:33][CH2:34][CH3:35])=[O:32]. (2) Given the product [Br:1][C:2]1[CH:7]=[CH:6][C:5]([O:8][CH2:9][CH:11]2[CH2:12][O:13]2)=[CH:4][CH:3]=1, predict the reactants needed to synthesize it. The reactants are: [Br:1][C:2]1[CH:7]=[CH:6][C:5]([OH:8])=[CH:4][CH:3]=1.[CH2:9]([CH:11]1[O:13][CH2:12]1)Cl. (3) Given the product [CH3:28][C:27]1[C:18]([C:16]2[CH:17]=[C:4]3[N:3]=[C:2]([N:29]4[CH2:33][CH2:32][CH2:31][CH2:30]4)[CH:7]=[C:6]([O:8][CH:9]4[CH2:14][CH2:13][O:12][CH2:11][CH2:10]4)[N:5]3[N:15]=2)=[N:19][C:20]2[C:25](=[CH:24][CH:23]=[CH:22][CH:21]=2)[N:26]=1, predict the reactants needed to synthesize it. The reactants are: Cl[C:2]1[CH:7]=[C:6]([O:8][CH:9]2[CH2:14][CH2:13][O:12][CH2:11][CH2:10]2)[N:5]2[N:15]=[C:16]([C:18]3[C:27]([CH3:28])=[N:26][C:25]4[C:20](=[CH:21][CH:22]=[CH:23][CH:24]=4)[N:19]=3)[CH:17]=[C:4]2[N:3]=1.[NH:29]1[CH2:33][CH2:32][CH2:31][CH2:30]1.CC(C)([O-])C.[Na+].C1(P(C2CCCCC2)C2C=CC=CC=2C2C=CC=CC=2N(C)C)CCCCC1. (4) Given the product [Br:24][C:19]1[C:20]([F:23])=[CH:21][CH:22]=[C:17]([CH2:16][Br:25])[N:18]=1, predict the reactants needed to synthesize it. The reactants are: C(NC([CH2:16][C:17]1[CH:22]=[CH:21][C:20]([F:23])=[C:19]([Br:24])[N:18]=1)(C(OCC)=O)C(OCC)=O)(=O)C.[Br:25]C1C(F)=CC=C(C)N=1.C1C(=O)N(Br)C(=O)C1.CC(N=NC(C#N)(C)C)(C#N)C. (5) Given the product [Br:1][C:2]1[N:6]2[N:7]=[C:8]([NH:12][CH2:13][C:14]3[CH:19]=[CH:18][CH:17]=[CH:16][N:15]=3)[CH:9]=[CH:10][C:5]2=[N:4][CH:3]=1, predict the reactants needed to synthesize it. The reactants are: [Br:1][C:2]1[N:6]2[N:7]=[C:8](Cl)[CH:9]=[CH:10][C:5]2=[N:4][CH:3]=1.[NH2:12][CH2:13][C:14]1[CH:19]=[CH:18][CH:17]=[CH:16][N:15]=1.C(Cl)Cl.CO.[NH4+].[OH-].